Dataset: Catalyst prediction with 721,799 reactions and 888 catalyst types from USPTO. Task: Predict which catalyst facilitates the given reaction. (1) Reactant: [CH2:1]([O:3][C:4]([C:6]1[CH:10]=[C:9]([CH:11]=O)[O:8][CH:7]=1)=[O:5])[CH3:2].[F:13][C:14]([F:25])([F:24])[O:15][C:16]1[CH:23]=[CH:22][C:19]([CH2:20][NH2:21])=[CH:18][CH:17]=1.[BH4-].[Na+].[ClH:28]. Product: [ClH:28].[CH2:1]([O:3][C:4]([C:6]1[CH:10]=[C:9]([CH2:11][NH:21][CH2:20][C:19]2[CH:22]=[CH:23][C:16]([O:15][C:14]([F:13])([F:24])[F:25])=[CH:17][CH:18]=2)[O:8][CH:7]=1)=[O:5])[CH3:2]. The catalyst class is: 234. (2) Reactant: [NH2:1][C:2]1[N:10]=[CH:9][N:8]=[C:7]2[C:3]=1[N:4]=[CH:5][N:6]2[C@H:11]1[C@@H:15]2[O:16][C:17]([CH3:20])([CH3:19])[O:18][C@@H:14]2[C@@H:13]([CH2:21][N:22]([CH3:27])[CH2:23][CH2:24][CH2:25][NH2:26])[O:12]1.[Cl:28][C:29]1[CH:34]=[CH:33][C:32]([N:35]=[C:36]=[O:37])=[CH:31][C:30]=1[Cl:38].O. Product: [NH2:1][C:2]1[N:10]=[CH:9][N:8]=[C:7]2[C:3]=1[N:4]=[CH:5][N:6]2[C@H:11]1[C@@H:15]2[O:16][C:17]([CH3:19])([CH3:20])[O:18][C@@H:14]2[C@@H:13]([CH2:21][N:22]([CH3:27])[CH2:23][CH2:24][CH2:25][NH:26][C:36]([NH:35][C:32]2[CH:33]=[CH:34][C:29]([Cl:28])=[C:30]([Cl:38])[CH:31]=2)=[O:37])[O:12]1. The catalyst class is: 2. (3) Reactant: [CH3:1][C:2]1[CH:3]=[C:4]([C:19]2[S:23][C:22]([CH2:24]O)=[N:21][CH:20]=2)[CH:5]=[C:6]([NH:8][C:9]2[N:14]=[C:13]([C:15]([F:18])([F:17])[F:16])[CH:12]=[CH:11][N:10]=2)[CH:7]=1.C1(P(C2C=CC=CC=2)C2C=CC=CC=2)C=CC=CC=1.C1C(=O)N([Br:52])C(=O)C1. The catalyst class is: 4. Product: [Br:52][CH2:24][C:22]1[S:23][C:19]([C:4]2[CH:5]=[C:6]([NH:8][C:9]3[N:14]=[C:13]([C:15]([F:18])([F:17])[F:16])[CH:12]=[CH:11][N:10]=3)[CH:7]=[C:2]([CH3:1])[CH:3]=2)=[CH:20][N:21]=1. (4) Reactant: [F:1][C:2]1[CH:3]=[C:4]([C@@:15]([C:24]2[CH:29]=[CH:28][C:27]([F:30])=[CH:26][CH:25]=2)([NH2:23])[CH2:16][C:17]2[CH:22]=[CH:21][CH:20]=[CH:19][CH:18]=2)[CH:5]=[C:6]([O:8][C:9]([F:14])([F:13])[CH:10]([F:12])[F:11])[CH:7]=1.CN1CCOCC1.C1CN([P+](Br)(N2CCCC2)N2CCCC2)CC1.F[P-](F)(F)(F)(F)F.[F:62][C:63]([F:79])([F:78])[C:64]([CH:70]1[O:74][N:73]=[C:72]([C:75]([OH:77])=[O:76])[CH2:71]1)([OH:69])[C:65]([F:68])([F:67])[F:66]. Product: [F:1][C:2]1[CH:3]=[C:4]([C@@:15]([C:24]2[CH:29]=[CH:28][C:27]([F:30])=[CH:26][CH:25]=2)([NH2:23])[CH2:16][C:17]2[CH:22]=[CH:21][CH:20]=[CH:19][CH:18]=2)[CH:5]=[C:6]([O:8][C:9]([F:14])([F:13])[CH:10]([F:12])[F:11])[CH:7]=1.[F:68][C:65]([F:66])([F:67])[C:64]([CH:70]1[O:74][N:73]=[C:72]([C:75]([OH:77])=[O:76])[CH2:71]1)([OH:69])[C:63]([F:79])([F:78])[F:62].[F:1][C:2]1[CH:3]=[C:4]([C@:15]([NH:23][C:75]([C:72]2[CH2:71][CH:70]([C:64]([OH:69])([C:63]([F:79])([F:78])[F:62])[C:65]([F:66])([F:67])[F:68])[O:74][N:73]=2)=[O:76])([C:24]2[CH:29]=[CH:28][C:27]([F:30])=[CH:26][CH:25]=2)[CH2:16][C:17]2[CH:22]=[CH:21][CH:20]=[CH:19][CH:18]=2)[CH:5]=[C:6]([O:8][C:9]([F:14])([F:13])[CH:10]([F:12])[F:11])[CH:7]=1. The catalyst class is: 121. (5) Reactant: [CH2:1]([O:8][C:9]1[CH:14]=[CH:13][C:12]([S:15][C:16]2[CH:21]=[CH:20][C:19]([N+:22]([O-])=O)=[CH:18][C:17]=2[NH:25][C:26]2[C:27]3[CH:35]=[CH:34][C:33]([CH3:36])=[N:32][C:28]=3[N:29]=[CH:30][N:31]=2)=[CH:11][CH:10]=1)[C:2]1[CH:7]=[CH:6][CH:5]=[CH:4][CH:3]=1.[Cl-].[NH4+].O1CCCC1.O. Product: [CH2:1]([O:8][C:9]1[CH:10]=[CH:11][C:12]([S:15][C:16]2[CH:21]=[CH:20][C:19]([NH2:22])=[CH:18][C:17]=2[NH:25][C:26]2[C:27]3[CH:35]=[CH:34][C:33]([CH3:36])=[N:32][C:28]=3[N:29]=[CH:30][N:31]=2)=[CH:13][CH:14]=1)[C:2]1[CH:3]=[CH:4][CH:5]=[CH:6][CH:7]=1. The catalyst class is: 415. (6) Reactant: [CH3:1][C:2]1(C)[O:7][C:6]2[CH:8]=[CH:9][C:10]([C@H:12]3[O:16]C(=O)[N:14]([CH2:18][CH2:19][C:20]4[CH:25]=[CH:24][C:23]([O:26][CH2:27][CH2:28][O:29][CH2:30][C:31]5[CH:36]=[CH:35][CH:34]=[C:33]([F:37])[CH:32]=5)=[CH:22][CH:21]=4)[CH2:13]3)=[CH:11][C:5]=2[CH2:4][O:3]1.[O:39]([Si](C)(C)C)[K]. Product: [C:2]([O:7][C:6]1[CH:8]=[CH:9][C:10]([C@@H:12]([OH:16])[CH2:13][NH:14][CH2:18][CH2:19][C:20]2[CH:21]=[CH:22][C:23]([O:26][CH2:27][CH2:28][O:29][CH2:30][C:31]3[CH:36]=[CH:35][CH:34]=[C:33]([F:37])[CH:32]=3)=[CH:24][CH:25]=2)=[CH:11][C:5]=1[CH2:4][OH:3])(=[O:39])[CH3:1]. The catalyst class is: 36. (7) Reactant: [F:1][C:2]1[C:8]([N+:9]([O-:11])=[O:10])=[CH:7][CH:6]=[CH:5][C:3]=1[NH2:4].[C:12](OC(=O)C)(=[O:14])[CH3:13]. Product: [F:1][C:2]1[C:8]([N+:9]([O-:11])=[O:10])=[CH:7][CH:6]=[CH:5][C:3]=1[NH:4][C:12](=[O:14])[CH3:13]. The catalyst class is: 17.